This data is from Catalyst prediction with 721,799 reactions and 888 catalyst types from USPTO. The task is: Predict which catalyst facilitates the given reaction. Product: [OH:16][CH2:14][CH:12]1[CH2:13][CH:9]([NH:8][C:6]([O:5][CH2:1][CH2:4][CH2:18][CH3:19])=[O:7])[CH:10]=[CH:11]1. The catalyst class is: 1. Reactant: [C:1]([O:5][C:6]([NH:8][CH:9]1[CH2:13][CH:12]([C:14]([OH:16])=O)[CH:11]=[CH:10]1)=[O:7])([CH3:4])(C)C.B.[CH2:18]1COC[CH2:19]1.